Dataset: Full USPTO retrosynthesis dataset with 1.9M reactions from patents (1976-2016). Task: Predict the reactants needed to synthesize the given product. Given the product [NH2:25][C:26]([O:4][CH2:1][CH3:2])=[O:27].[NH2:7][C:29]([NH2:28])=[O:30], predict the reactants needed to synthesize it. The reactants are: [CH2:1]([OH:4])[CH2:2]O.C([N:7](CC)CC)C.C1C(CC2C=CC([N:25]=[C:26]=[O:27])=CC=2)=CC=C([N:28]=[C:29]=[O:30])C=1.C(O)C.